This data is from Catalyst prediction with 721,799 reactions and 888 catalyst types from USPTO. The task is: Predict which catalyst facilitates the given reaction. (1) Reactant: Cl[CH2:2][CH2:3][CH2:4][CH:5]([C:15]1O[C:17](/[C:20](/[F:36])=[CH:21]/[C:22]2[CH:27]=[CH:26][C:25]([N:28]3[CH:32]=[C:31]([CH3:33])[N:30]=[CH:29]3)=[C:24]([O:34][CH3:35])[CH:23]=2)=[N:18][N:19]=1)[C:6]1[CH:11]=[C:10]([F:12])[C:9]([F:13])=[C:8]([F:14])[CH:7]=1.C([O-])(=O)C.[NH4+:41].C(OCC)(=O)C.O.C(=O)(O)[O-].[Na+]. Product: [F:36]/[C:20](/[C:17]1[N:41]=[C:15]2[CH:5]([C:6]3[CH:11]=[C:10]([F:12])[C:9]([F:13])=[C:8]([F:14])[CH:7]=3)[CH2:4][CH2:3][CH2:2][N:19]2[N:18]=1)=[CH:21]\[C:22]1[CH:27]=[CH:26][C:25]([N:28]2[CH:32]=[C:31]([CH3:33])[N:30]=[CH:29]2)=[C:24]([O:34][CH3:35])[CH:23]=1. The catalyst class is: 15. (2) Reactant: [Br:1][C:2]1[CH:7]=[CH:6][C:5]([C:8]2[N:9]([CH2:14][CH:15]3[CH2:19][CH2:18][N:17]([C:20]([O:22]C(C)(C)C)=O)[CH2:16]3)[C:10]([CH3:13])=[CH:11][N:12]=2)=[CH:4][CH:3]=1.CCN([CH:33]([CH3:35])[CH3:34])C(C)C.C1(C(Cl)=O)CC1. Product: [Br:1][C:2]1[CH:7]=[CH:6][C:5]([C:8]2[N:9]([CH2:14][CH:15]3[CH2:19][CH2:18][N:17]([C:20]([CH:33]4[CH2:35][CH2:34]4)=[O:22])[CH2:16]3)[C:10]([CH3:13])=[CH:11][N:12]=2)=[CH:4][CH:3]=1. The catalyst class is: 209. (3) Product: [F:20][C:14]1[CH:15]=[CH:16][C:17]([F:19])=[CH:18][C:13]=1[CH2:12][NH:11][C:8]1[CH:9]=[CH:10][C:5]2[N:6]([C:2]([C:27]3[CH:28]=[CH:29][C:24]([C:21]([OH:23])=[O:22])=[CH:25][CH:26]=3)=[CH:3][N:4]=2)[N:7]=1. The catalyst class is: 628. Reactant: Br[C:2]1[N:6]2[N:7]=[C:8]([NH:11][CH2:12][C:13]3[CH:18]=[C:17]([F:19])[CH:16]=[CH:15][C:14]=3[F:20])[CH:9]=[CH:10][C:5]2=[N:4][CH:3]=1.[C:21]([C:24]1[CH:29]=[CH:28][C:27](B(O)O)=[CH:26][CH:25]=1)([OH:23])=[O:22].C([O-])([O-])=O.[K+].[K+]. (4) Reactant: [Cl:1][C:2]1[CH:7]=[C:6](Cl)[N:5]=[C:4]([O:9][CH3:10])[N:3]=1.[NH2:11][NH2:12].C(=O)([O-])[O-].[K+].[K+]. The catalyst class is: 7. Product: [Cl:1][C:2]1[N:3]=[C:4]([O:9][CH3:10])[N:5]=[C:6]([NH:11][NH2:12])[CH:7]=1. (5) Reactant: [CH3:1][N:2]1[CH2:7][CH2:6][N:5]([C:8]2[CH:9]=[C:10]([CH:12]=[CH:13][C:14]=2[N+:15]([O-:17])=[O:16])[NH2:11])[CH2:4][CH2:3]1.[S:18]([O:23]C)([O:21][CH3:22])(=[O:20])=[O:19]. The catalyst class is: 1. Product: [CH3:22][O:21][S:18]([O-:23])(=[O:20])=[O:19].[NH2:11][C:10]1[CH:12]=[CH:13][C:14]([N+:15]([O-:17])=[O:16])=[C:8]([N:5]2[CH2:6][CH2:7][N+:2]([CH3:22])([CH3:1])[CH2:3][CH2:4]2)[CH:9]=1.